Predict the reaction yield, written as a fraction of the theoretical maximum amount of product (1.0 means a 100% yield; for example, 0.34 means a 34% yield). From a dataset of Reaction yield outcomes from USPTO patents with 853,638 reactions. (1) The reactants are [Br:1][C:2]1[S:3][C:4]2[CH:10]=[C:9]([N+:11]([O-])=O)[CH:8]=[CH:7][C:5]=2[N:6]=1. The catalyst is CC(O)=O.O.[Fe]. The product is [Br:1][C:2]1[S:3][C:4]2[CH:10]=[C:9]([NH2:11])[CH:8]=[CH:7][C:5]=2[N:6]=1. The yield is 0.560. (2) The reactants are Br[C:2]1[CH:3]=[C:4]([CH:14]=[CH:15][CH:16]=1)[CH2:5][NH:6][C:7](=[O:13])[O:8][C:9]([CH3:12])([CH3:11])[CH3:10].[CH:17]1(B(O)O)[CH2:19][CH2:18]1.P([O-])([O-])([O-])=O.[K+].[K+].[K+].C1(P(C2CCCCC2)C2CCCCC2)CCCCC1. The catalyst is C1(C)C=CC=CC=1.O.C([O-])(=O)C.[Pd+2].C([O-])(=O)C. The product is [CH:17]1([C:2]2[CH:3]=[C:4]([CH:14]=[CH:15][CH:16]=2)[CH2:5][NH:6][C:7](=[O:13])[O:8][C:9]([CH3:12])([CH3:11])[CH3:10])[CH2:19][CH2:18]1. The yield is 0.930. (3) The reactants are [C:1]([O:5][C:6]([NH:8][CH2:9][C:10]1[CH:19]=[CH:18][C:13]([C:14]([O:16][CH3:17])=[O:15])=[CH:12][CH:11]=1)=[O:7])([CH3:4])([CH3:3])[CH3:2].[H-].[Na+].[CH3:22]I. The catalyst is O1CCCC1.C(OCC)(=O)C. The product is [CH3:22][N:8]([CH2:9][C:10]1[CH:11]=[CH:12][C:13]([C:14]([O:16][CH3:17])=[O:15])=[CH:18][CH:19]=1)[C:6]([O:5][C:1]([CH3:4])([CH3:2])[CH3:3])=[O:7]. The yield is 0.940.